From a dataset of Full USPTO retrosynthesis dataset with 1.9M reactions from patents (1976-2016). Predict the reactants needed to synthesize the given product. (1) Given the product [CH3:22][C:21]1[C:16]([N:13]2[CH2:14][CH2:15][N:10]([C:8]([C:5]3[N:6]=[N:7][C:2]([N:26]4[CH2:27][CH2:28][O:24][C:25]4=[O:29])=[CH:3][CH:4]=3)=[O:9])[CH2:11][CH2:12]2)=[N:17][CH:18]=[C:19]([CH3:23])[CH:20]=1, predict the reactants needed to synthesize it. The reactants are: Cl[C:2]1[N:7]=[N:6][C:5]([C:8]([N:10]2[CH2:15][CH2:14][N:13]([C:16]3[C:21]([CH3:22])=[CH:20][C:19]([CH3:23])=[CH:18][N:17]=3)[CH2:12][CH2:11]2)=[O:9])=[CH:4][CH:3]=1.[O:24]1[CH2:28][CH2:27][NH:26][C:25]1=[O:29]. (2) Given the product [CH3:27][C:8]1[CH:9]=[C:10]2[C:5]([CH2:4][CH2:3][N:2]([CH2:11][CH2:12][CH2:13][CH2:14][O:15][C:16]3[N:25]=[C:24]4[C:19]([CH:20]=[CH:21][C:22](=[O:26])[NH:23]4)=[CH:18][CH:17]=3)[CH2:1]2)=[CH:6][CH:7]=1, predict the reactants needed to synthesize it. The reactants are: [CH2:1]1[C:10]2[C:5](=[CH:6][CH:7]=[CH:8][CH:9]=2)[CH2:4][CH2:3][N:2]1[CH2:11][CH2:12][CH2:13][CH2:14][O:15][C:16]1[N:25]=[C:24]2[C:19]([CH:20]=[CH:21][C:22](=[O:26])[NH:23]2)=[CH:18][CH:17]=1.[CH3:27]C1C=C2C(CCNC2)=CC=1. (3) Given the product [NH:1]([C:13]([O:15][C:16]([CH3:19])([CH3:18])[CH3:17])=[O:14])[C@@H:2]([C:10]([NH:33][C@@H:37]([C:38]([O:54][CH2:55][C:24]1[CH:23]=[CH:22][CH:21]=[CH:20][CH:25]=1)=[O:30])[CH2:39][CH:46]([CH3:47])[CH3:45])=[O:12])[CH2:3][C:4]1[CH:5]=[CH:6][CH:7]=[CH:8][CH:9]=1, predict the reactants needed to synthesize it. The reactants are: [NH:1]([C:13]([O:15][C:16]([CH3:19])([CH3:18])[CH3:17])=[O:14])[C@@H:2]([C:10]([OH:12])=O)[CH2:3][C:4]1[CH:9]=[CH:8][CH:7]=[CH:6][CH:5]=1.[CH:20]1[CH:25]=[C:24]2N=NN(O)[C:23]2=[CH:22][CH:21]=1.[OH2:30].CC[N:33]([CH:37]([CH3:39])[CH3:38])C(C)C.CCN=C=N[CH2:45][CH2:46][CH2:47]N(C)C.C1[CH2:55][O:54]CC1. (4) Given the product [O:19]1[CH2:20][CH2:21][N:16]([C:4]2[N:3]=[C:2]([C:26]3[CH:27]=[CH:28][C:23]([NH2:22])=[CH:24][CH:25]=3)[N:7]=[C:6]3[N:8]([CH2:11][C:12]([F:15])([F:14])[F:13])[N:9]=[CH:10][C:5]=23)[CH2:17][CH2:18]1, predict the reactants needed to synthesize it. The reactants are: Cl[C:2]1[N:7]=[C:6]2[N:8]([CH2:11][C:12]([F:15])([F:14])[F:13])[N:9]=[CH:10][C:5]2=[C:4]([N:16]2[CH2:21][CH2:20][O:19][CH2:18][CH2:17]2)[N:3]=1.[NH2:22][C:23]1[CH:28]=[CH:27][C:26](B(O)O)=[CH:25][CH:24]=1.C(=O)([O-])[O-].[Na+].[Na+].COCCOC. (5) Given the product [CH3:1][O:2][C:3]1[CH:4]=[C:5]2[C:10](=[C:11]([NH:13][S:20]([C:16]3[CH:15]=[N:14][CH:19]=[CH:18][CH:17]=3)(=[O:22])=[O:21])[CH:12]=1)[N:9]=[CH:8][CH:7]=[CH:6]2, predict the reactants needed to synthesize it. The reactants are: [CH3:1][O:2][C:3]1[CH:4]=[C:5]2[C:10](=[C:11]([NH2:13])[CH:12]=1)[N:9]=[CH:8][CH:7]=[CH:6]2.[N:14]1[CH:19]=[CH:18][CH:17]=[C:16]([S:20](Cl)(=[O:22])=[O:21])[CH:15]=1. (6) Given the product [Cl-:1].[NH2:16][C:17]1[CH:18]=[N+:19]([C:2]2[C:3](=[O:15])[NH:4][C:5](=[O:14])[C:6]=2[C:7]2[CH:12]=[CH:11][C:10]([Cl:13])=[CH:9][CH:8]=2)[CH:20]=[CH:21][CH:22]=1, predict the reactants needed to synthesize it. The reactants are: [Cl:1][C:2]1[C:3](=[O:15])[NH:4][C:5](=[O:14])[C:6]=1[C:7]1[CH:12]=[CH:11][C:10]([Cl:13])=[CH:9][CH:8]=1.[NH2:16][C:17]1[CH:18]=[N:19][CH:20]=[CH:21][CH:22]=1.